Task: Predict which catalyst facilitates the given reaction.. Dataset: Catalyst prediction with 721,799 reactions and 888 catalyst types from USPTO (1) Reactant: [F:1][C:2]([F:11])([F:10])[C:3]1[CH:4]=[C:5]([OH:9])[CH:6]=[CH:7][CH:8]=1.F[C:13]1[CH:20]=[CH:19][C:18]([CH:21]=[O:22])=[CH:17][C:14]=1[C:15]#[N:16].C([O-])([O-])=O.[K+].[K+]. Product: [CH:21]([C:18]1[CH:19]=[CH:20][C:13]([O:9][C:5]2[CH:6]=[CH:7][CH:8]=[C:3]([C:2]([F:10])([F:11])[F:1])[CH:4]=2)=[C:14]([CH:17]=1)[C:15]#[N:16])=[O:22]. The catalyst class is: 3. (2) Reactant: [F:1][C:2]1[CH:7]=[C:6]([S:8]([CH3:11])(=[O:10])=[O:9])[CH:5]=[CH:4][C:3]=1[OH:12].[C:13]([O:17][C:18]([N:20]1[CH2:25][CH2:24][CH:23]([N:26]2[C:30]3=[N:31][CH:32]=[N:33][C:34](Cl)=[C:29]3[CH:28]=[N:27]2)[CH2:22][CH2:21]1)=[O:19])([CH3:16])([CH3:15])[CH3:14].C(=O)([O-])[O-].[K+].[K+].C(=O)([O-])[O-].[Na+].[Na+]. Product: [C:13]([O:17][C:18]([N:20]1[CH2:21][CH2:22][CH:23]([N:26]2[C:30]3=[N:31][CH:32]=[N:33][C:34]([O:12][C:3]4[CH:4]=[CH:5][C:6]([S:8]([CH3:11])(=[O:9])=[O:10])=[CH:7][C:2]=4[F:1])=[C:29]3[CH:28]=[N:27]2)[CH2:24][CH2:25]1)=[O:19])([CH3:16])([CH3:14])[CH3:15]. The catalyst class is: 3.